This data is from Forward reaction prediction with 1.9M reactions from USPTO patents (1976-2016). The task is: Predict the product of the given reaction. Given the reactants [NH2:1][C:2](=[O:34])[CH2:3][O:4][C:5]1[CH:6]=[C:7]2[C:12](=[CH:13][CH:14]=1)[C:11](=[O:15])[N:10]([CH2:16][CH:17]1[CH2:19][CH2:18]1)[C:9]([CH2:20][NH:21]C(=O)OC(C)(C)C)=[C:8]2[O:29][CH2:30][CH2:31][CH2:32][CH3:33].[ClH:35], predict the reaction product. The product is: [ClH:35].[NH2:21][CH2:20][C:9]1[N:10]([CH2:16][CH:17]2[CH2:18][CH2:19]2)[C:11](=[O:15])[C:12]2[C:7]([C:8]=1[O:29][CH2:30][CH2:31][CH2:32][CH3:33])=[CH:6][C:5]([O:4][CH2:3][C:2]([NH2:1])=[O:34])=[CH:14][CH:13]=2.